From a dataset of Catalyst prediction with 721,799 reactions and 888 catalyst types from USPTO. Predict which catalyst facilitates the given reaction. (1) Reactant: C[Al](C)C.[F:5][C:6]1[CH:7]=[C:8]([CH:11]=[CH:12][CH:13]=1)[CH2:9][NH2:10].C([O:16][C:17]([C:19]1[C:20]([O:34][CH2:35][CH3:36])=[N:21][C:22]2[C:27]([C:28]=1[OH:29])=[CH:26][CH:25]=[C:24]([C:30]([F:33])([F:32])[F:31])[CH:23]=2)=O)C.CCOC(C)=O.CCCCCC. Product: [CH2:35]([O:34][C:20]1[C:19]([C:17]([NH:10][CH2:9][C:8]2[CH:11]=[CH:12][CH:13]=[C:6]([F:5])[CH:7]=2)=[O:16])=[C:28]([OH:29])[C:27]2[C:22](=[CH:23][C:24]([C:30]([F:33])([F:31])[F:32])=[CH:25][CH:26]=2)[N:21]=1)[CH3:36]. The catalyst class is: 93. (2) Product: [C:1]1([CH:7]([N:16]2[CH2:21][CH2:20][CH2:19][CH2:18][CH2:17]2)[CH:8]2[CH2:9][CH2:10][CH:11]([NH2:14])[CH2:12][CH2:13]2)[CH:2]=[CH:3][CH:4]=[CH:5][CH:6]=1. The catalyst class is: 7. Reactant: [C:1]1([CH:7]([N:16]2[CH2:21][CH2:20][CH2:19][CH2:18][CH2:17]2)[CH:8]2[CH2:13][CH2:12][C:11](=[N:14]O)[CH2:10][CH2:9]2)[CH:6]=[CH:5][CH:4]=[CH:3][CH:2]=1.[H-].[Al+3].[Li+].[H-].[H-].[H-].O.[OH-].[Na+]. (3) Product: [N:1]1([CH2:7][CH2:8][O:9][C:10]2[CH:15]=[CH:14][C:13]([O:16][CH2:12][CH2:11][CH2:10][CH2:15][CH2:14][CH2:25][C:26]34[CH:33]=[CH:32][CH:31]=[CH:30][CH:27]3[C:28]([NH:24][C:35]4=[O:38])=[O:29])=[CH:12][CH:11]=2)[CH2:6][CH2:5][O:4][CH2:3][CH2:2]1.[C:10]1([OH:9])[CH:15]=[CH:14][CH:13]=[CH:12][CH:11]=1. The catalyst class is: 3. Reactant: [N:1]1([CH2:7][CH2:8][O:9][C:10]2[CH:15]=[CH:14][C:13]([OH:16])=[CH:12][CH:11]=2)[CH2:6][CH2:5][O:4][CH2:3][CH2:2]1.BrCCCCCC[N:24]1[C:28](=[O:29])[C:27]2=[CH:30][CH:31]=[CH:32][CH:33]=[C:26]2[C:25]1=O.[C:35]([O-:38])([O-])=O.[K+].[K+].